Task: Regression. Given two drug SMILES strings and cell line genomic features, predict the synergy score measuring deviation from expected non-interaction effect.. Dataset: NCI-60 drug combinations with 297,098 pairs across 59 cell lines (1) Drug 1: CC1=C(C=C(C=C1)NC2=NC=CC(=N2)N(C)C3=CC4=NN(C(=C4C=C3)C)C)S(=O)(=O)N.Cl. Drug 2: CCC1(CC2CC(C3=C(CCN(C2)C1)C4=CC=CC=C4N3)(C5=C(C=C6C(=C5)C78CCN9C7C(C=CC9)(C(C(C8N6C=O)(C(=O)OC)O)OC(=O)C)CC)OC)C(=O)OC)O.OS(=O)(=O)O. Cell line: EKVX. Synergy scores: CSS=35.7, Synergy_ZIP=2.58, Synergy_Bliss=4.11, Synergy_Loewe=-36.6, Synergy_HSA=3.31. (2) Drug 1: C1C(C(OC1N2C=C(C(=O)NC2=O)F)CO)O. Synergy scores: CSS=3.44, Synergy_ZIP=-1.13, Synergy_Bliss=1.75, Synergy_Loewe=1.40, Synergy_HSA=2.04. Cell line: RXF 393. Drug 2: CC1=C2C(C(=O)C3(C(CC4C(C3C(C(C2(C)C)(CC1OC(=O)C(C(C5=CC=CC=C5)NC(=O)OC(C)(C)C)O)O)OC(=O)C6=CC=CC=C6)(CO4)OC(=O)C)O)C)O. (3) Drug 1: CC1OCC2C(O1)C(C(C(O2)OC3C4COC(=O)C4C(C5=CC6=C(C=C35)OCO6)C7=CC(=C(C(=C7)OC)O)OC)O)O. Drug 2: CC1=C2C(C(=O)C3(C(CC4C(C3C(C(C2(C)C)(CC1OC(=O)C(C(C5=CC=CC=C5)NC(=O)C6=CC=CC=C6)O)O)OC(=O)C7=CC=CC=C7)(CO4)OC(=O)C)O)C)OC(=O)C. Cell line: TK-10. Synergy scores: CSS=37.9, Synergy_ZIP=-6.19, Synergy_Bliss=-1.33, Synergy_Loewe=0.566, Synergy_HSA=0.865. (4) Drug 1: C1CCC(C1)C(CC#N)N2C=C(C=N2)C3=C4C=CNC4=NC=N3. Drug 2: COCCOC1=C(C=C2C(=C1)C(=NC=N2)NC3=CC=CC(=C3)C#C)OCCOC.Cl. Cell line: HOP-62. Synergy scores: CSS=3.27, Synergy_ZIP=0.580, Synergy_Bliss=4.08, Synergy_Loewe=1.02, Synergy_HSA=1.21. (5) Drug 1: CN1C2=C(C=C(C=C2)N(CCCl)CCCl)N=C1CCCC(=O)O.Cl. Drug 2: CC12CCC3C(C1CCC2OP(=O)(O)O)CCC4=C3C=CC(=C4)OC(=O)N(CCCl)CCCl.[Na+]. Cell line: MDA-MB-231. Synergy scores: CSS=5.60, Synergy_ZIP=-4.65, Synergy_Bliss=-7.26, Synergy_Loewe=-4.55, Synergy_HSA=-5.68. (6) Drug 1: C1=CC=C(C(=C1)C(C2=CC=C(C=C2)Cl)C(Cl)Cl)Cl. Drug 2: CC(C)(C#N)C1=CC(=CC(=C1)CN2C=NC=N2)C(C)(C)C#N. Cell line: 786-0. Synergy scores: CSS=-1.60, Synergy_ZIP=2.71, Synergy_Bliss=4.63, Synergy_Loewe=-0.660, Synergy_HSA=0.480. (7) Drug 1: CCC1(CC2CC(C3=C(CCN(C2)C1)C4=CC=CC=C4N3)(C5=C(C=C6C(=C5)C78CCN9C7C(C=CC9)(C(C(C8N6C)(C(=O)OC)O)OC(=O)C)CC)OC)C(=O)OC)O.OS(=O)(=O)O. Drug 2: C1=CC=C(C(=C1)C(C2=CC=C(C=C2)Cl)C(Cl)Cl)Cl. Cell line: HOP-62. Synergy scores: CSS=-9.66, Synergy_ZIP=12.7, Synergy_Bliss=9.76, Synergy_Loewe=-6.81, Synergy_HSA=-7.58. (8) Drug 1: CC12CCC3C(C1CCC2=O)CC(=C)C4=CC(=O)C=CC34C. Drug 2: CC1CCC2CC(C(=CC=CC=CC(CC(C(=O)C(C(C(=CC(C(=O)CC(OC(=O)C3CCCCN3C(=O)C(=O)C1(O2)O)C(C)CC4CCC(C(C4)OC)O)C)C)O)OC)C)C)C)OC. Cell line: CAKI-1. Synergy scores: CSS=28.2, Synergy_ZIP=-15.8, Synergy_Bliss=-10.5, Synergy_Loewe=-12.4, Synergy_HSA=-6.81. (9) Drug 1: CC1=C(C=C(C=C1)NC2=NC=CC(=N2)N(C)C3=CC4=NN(C(=C4C=C3)C)C)S(=O)(=O)N.Cl. Drug 2: C#CCC(CC1=CN=C2C(=N1)C(=NC(=N2)N)N)C3=CC=C(C=C3)C(=O)NC(CCC(=O)O)C(=O)O. Cell line: RPMI-8226. Synergy scores: CSS=-6.23, Synergy_ZIP=2.96, Synergy_Bliss=-1.38, Synergy_Loewe=-4.76, Synergy_HSA=-8.55. (10) Drug 1: CC1=CC2C(CCC3(C2CCC3(C(=O)C)OC(=O)C)C)C4(C1=CC(=O)CC4)C. Drug 2: C1CNP(=O)(OC1)N(CCCl)CCCl. Cell line: SR. Synergy scores: CSS=4.84, Synergy_ZIP=4.25, Synergy_Bliss=6.76, Synergy_Loewe=6.76, Synergy_HSA=6.17.